From a dataset of Full USPTO retrosynthesis dataset with 1.9M reactions from patents (1976-2016). Predict the reactants needed to synthesize the given product. Given the product [ClH:1].[NH2:16][CH:8]([CH2:9][C:10]1[CH:15]=[CH:14][CH:13]=[CH:12][CH:11]=1)[CH:7]([OH:24])[C:6]([NH:5][CH:2]1[CH2:4][CH2:3]1)=[O:25], predict the reactants needed to synthesize it. The reactants are: [ClH:1].[CH:2]1([NH:5][C:6](=[O:25])[CH:7]([OH:24])[CH:8]([NH:16]C(=O)OC(C)(C)C)[CH2:9][C:10]2[CH:15]=[CH:14][CH:13]=[CH:12][CH:11]=2)[CH2:4][CH2:3]1.COC(C)(C)C.